From a dataset of Reaction yield outcomes from USPTO patents with 853,638 reactions. Predict the reaction yield, written as a fraction of the theoretical maximum amount of product (1.0 means a 100% yield; for example, 0.34 means a 34% yield). (1) The reactants are F[C:2]1[CH:9]=[CH:8][C:5]([CH:6]=[O:7])=[CH:4][C:3]=1[O:10][CH3:11].[NH:12]1[CH:16]=[CH:15][CH:14]=[N:13]1.C([O-])([O-])=O.[K+].[K+]. The catalyst is CN(C=O)C.C(OCC)(=O)C. The product is [CH3:11][O:10][C:3]1[CH:4]=[C:5]([CH:8]=[CH:9][C:2]=1[N:12]1[CH:16]=[CH:15][CH:14]=[N:13]1)[CH:6]=[O:7]. The yield is 0.580. (2) The reactants are Br[C:2]1[C:10]2[CH:9]([CH2:11][N+:12]([O-:14])=[O:13])[O:8][B:7]([OH:15])[C:6]=2[C:5]([O:16][CH2:17][CH3:18])=[CH:4][CH:3]=1.C([Sn](CCCC)(CCCC)[C:24]1[CH:29]=[CH:28][CH:27]=[CH:26][CH:25]=1)CCC. The catalyst is CN(C=O)C.C1C=CC([P]([Pd]([P](C2C=CC=CC=2)(C2C=CC=CC=2)C2C=CC=CC=2)([P](C2C=CC=CC=2)(C2C=CC=CC=2)C2C=CC=CC=2)[P](C2C=CC=CC=2)(C2C=CC=CC=2)C2C=CC=CC=2)(C2C=CC=CC=2)C2C=CC=CC=2)=CC=1. The product is [CH2:17]([O:16][C:5]1[C:6]2[B:7]([OH:15])[O:8][CH:9]([CH2:11][N+:12]([O-:14])=[O:13])[C:10]=2[C:2]([C:24]2[CH:29]=[CH:28][CH:27]=[CH:26][CH:25]=2)=[CH:3][CH:4]=1)[CH3:18]. The yield is 0.200. (3) The reactants are [C:1]([CH:5]1[CH2:10][CH2:9][CH:8]([O:11][C:12]2[CH:13]=[C:14]3[C:19](=[CH:20][CH:21]=2)[CH:18]=[C:17]([CH2:22][N:23]2[CH2:28][CH2:27][C:26]([CH2:32][CH3:33])([C:29]([OH:31])=[O:30])[CH2:25][CH2:24]2)[CH:16]=[CH:15]3)[CH2:7][CH2:6]1)([CH3:4])([CH3:3])[CH3:2].[CH2:34](C1(C(O)=O)CCNCC1)CC.C(C1CCC(OC2C=C3C(=CC=2)C=C(C=O)C=C3)CC1)(C)(C)C.C(O)(=O)C.CO.C([BH3-])#N.[Na+]. No catalyst specified. The product is [C:1]([CH:5]1[CH2:6][CH2:7][CH:8]([O:11][C:12]2[CH:13]=[C:14]3[C:19](=[CH:20][CH:21]=2)[CH:18]=[C:17]([CH2:22][N:23]2[CH2:24][CH2:25][C:26]([CH2:32][CH2:33][CH3:34])([C:29]([OH:31])=[O:30])[CH2:27][CH2:28]2)[CH:16]=[CH:15]3)[CH2:9][CH2:10]1)([CH3:4])([CH3:3])[CH3:2]. The yield is 0.0400. (4) The reactants are [Cl:1][C:2]1[CH:3]=[C:4]([CH:10]([CH3:15])[C:11]([O:13][CH3:14])=[O:12])[CH:5]=[CH:6][C:7]=1[CH:8]=O.[O:16]=[C:17]1[CH2:21][CH2:20][S:19][CH2:18]1. No catalyst specified. The product is [Cl:1][C:2]1[CH:3]=[C:4]([CH:10]([CH3:15])[C:11]([O:13][CH3:14])=[O:12])[CH:5]=[CH:6][C:7]=1[CH:8]=[C:18]1[C:17](=[O:16])[CH2:21][CH2:20][S:19]1. The yield is 0.210.